The task is: Predict the reaction yield, written as a fraction of the theoretical maximum amount of product (1.0 means a 100% yield; for example, 0.34 means a 34% yield).. This data is from Reaction yield outcomes from USPTO patents with 853,638 reactions. (1) The reactants are C1([C@@H](N)C)C=CC=CC=1.[CH3:10][C@:11]([C:21]1[CH:26]=[CH:25][CH:24]=[CH:23][CH:22]=1)([CH2:15][CH2:16][C:17]([CH3:20])([CH3:19])[CH3:18])[C:12]([OH:14])=O.Cl.CN(C)C=O.C(Cl)(=O)C(Cl)=O.[C:39]([O:47][CH2:48][CH3:49])(=[O:46])[CH2:40][C:41]([O:43][CH2:44][CH3:45])=[O:42].[Mg+2].[Cl-].[Cl-].C(N(CC)CC)C. The catalyst is C(OCC)(=O)C.C(#N)C.O. The product is [CH3:10][C@:11]([C:21]1[CH:26]=[CH:25][CH:24]=[CH:23][CH:22]=1)([CH2:15][CH2:16][C:17]([CH3:20])([CH3:19])[CH3:18])[C:12]([CH:40]([C:41]([O:43][CH2:44][CH3:45])=[O:42])[C:39]([O:47][CH2:48][CH3:49])=[O:46])=[O:14]. The yield is 0.930. (2) The reactants are C(OC(=O)[NH:7][C@H:8]1[CH2:11][C@@H:10]([NH:12][C:13]2[C:18]([C:19]#[N:20])=[CH:17][N:16]=[C:15]([NH:21][CH2:22][CH2:23][C:24]3[CH:29]=[CH:28][CH:27]=[C:26]([Cl:30])[CH:25]=3)[N:14]=2)[C:9]1([CH3:32])[CH3:31])(C)(C)C.C(O)(C(F)(F)F)=O. The catalyst is C(Cl)Cl. The product is [NH2:7][C@@H:8]1[CH2:11][C@H:10]([NH:12][C:13]2[C:18]([C:19]#[N:20])=[CH:17][N:16]=[C:15]([NH:21][CH2:22][CH2:23][C:24]3[CH:29]=[CH:28][CH:27]=[C:26]([Cl:30])[CH:25]=3)[N:14]=2)[C:9]1([CH3:32])[CH3:31]. The yield is 0.730. (3) The reactants are [CH3:1][C:2]([S:24]([CH3:27])(=[O:26])=[O:25])([CH2:8][CH2:9][C:10]1[CH:15]=[CH:14][C:13]([CH2:16][O:17][C:18]2[CH:23]=[CH:22][CH:21]=[CH:20][CH:19]=2)=[CH:12][CH:11]=1)[C:3]([O:5]CC)=[O:4].BrC1C=CC(CCC(C)(S(C)(=O)=O)C(O)=O)=CC=1. No catalyst specified. The product is [CH3:1][C:2]([S:24]([CH3:27])(=[O:25])=[O:26])([CH2:8][CH2:9][C:10]1[CH:15]=[CH:14][C:13]([CH2:16][O:17][C:18]2[CH:23]=[CH:22][CH:21]=[CH:20][CH:19]=2)=[CH:12][CH:11]=1)[C:3]([OH:5])=[O:4]. The yield is 0.240. (4) The reactants are [C:1](Cl)(Cl)=[S:2].C(=O)([O-])[O-].[Ca+2].[NH2:10][C:11]1[S:12][C:13]([CH3:22])=[C:14]([CH3:21])[C:15]=1[C:16]([O:18][CH2:19][CH3:20])=[O:17]. The catalyst is C(Cl)(Cl)Cl.O.C(Cl)(Cl)Cl. The product is [N:10]([C:11]1[S:12][C:13]([CH3:22])=[C:14]([CH3:21])[C:15]=1[C:16]([O:18][CH2:19][CH3:20])=[O:17])=[C:1]=[S:2]. The yield is 1.00. (5) The reactants are [F:1][C:2]1([F:44])[CH2:7][CH2:6][C@H:5]([O:8][C:9]2[C:14]([CH3:15])=[CH:13][C:12]([S:16]([N:19](CC3C=CC(OC)=CC=3OC)[C:20]3[CH:25]=[CH:24][N:23]=[CH:22][N:21]=3)(=[O:18])=[O:17])=[C:11]([F:37])[CH:10]=2)[C@@H:4]([C:38]2[N:42]([CH3:43])[N:41]=[CH:40][CH:39]=2)[CH2:3]1.C([SiH](CC)CC)C.FC(F)(F)C(O)=O. The catalyst is ClCCl. The product is [F:44][C:2]1([F:1])[CH2:7][CH2:6][C@H:5]([O:8][C:9]2[C:14]([CH3:15])=[CH:13][C:12]([S:16]([NH:19][C:20]3[CH:25]=[CH:24][N:23]=[CH:22][N:21]=3)(=[O:18])=[O:17])=[C:11]([F:37])[CH:10]=2)[C@@H:4]([C:38]2[N:42]([CH3:43])[N:41]=[CH:40][CH:39]=2)[CH2:3]1. The yield is 0.990. (6) The reactants are [CH2:1]([O:3][NH:4][C:5](=[O:11])[O:6][C:7]([CH3:10])([CH3:9])[CH3:8])[CH3:2].[H-].[Na+].[CH3:14]I.O. The catalyst is CN(C=O)C. The product is [CH2:1]([O:3][N:4]([CH3:14])[C:5](=[O:11])[O:6][C:7]([CH3:10])([CH3:9])[CH3:8])[CH3:2]. The yield is 0.870. (7) The catalyst is CN(C=O)C.C([O-])(=O)C.[Pd+2].C([O-])(=O)C. The yield is 0.250. The product is [CH3:23][O:24][C:25]([C:26]1[N:9]([CH:10]2[CH2:14][CH2:13][CH2:12][CH2:11]2)[C:3]2[N:4]=[C:5]([Cl:8])[N:6]=[CH:7][C:2]=2[C:27]=1[CH3:28])=[O:29]. The reactants are Br[C:2]1[C:3]([NH:9][CH:10]2[CH2:14][CH2:13][CH2:12][CH2:11]2)=[N:4][C:5]([Cl:8])=[N:6][CH:7]=1.[Cl-].[Li+].C(=O)([O-])[O-].[K+].[K+].[CH3:23][O:24][C:25](=[O:29])[C:26]#[C:27][CH3:28]. (8) The reactants are [I:1][C:2]1[CH:3]=[CH:4][C:5]2[N:6]([CH:8]=[C:9]([NH2:11])[N:10]=2)[N:7]=1.[CH3:12][O:13][CH2:14][C:15](Cl)=[O:16]. The catalyst is CN(C)C(=O)C. The product is [I:1][C:2]1[CH:3]=[CH:4][C:5]2[N:6]([CH:8]=[C:9]([NH:11][C:15](=[O:16])[CH2:14][O:13][CH3:12])[N:10]=2)[N:7]=1. The yield is 0.790. (9) The reactants are [Br:1][C:2]1[CH:10]=[C:9]([F:11])[CH:8]=[CH:7][C:3]=1[C:4]([OH:6])=[O:5].S(=O)(=O)(O)O.[CH3:17]O. No catalyst specified. The product is [Br:1][C:2]1[CH:10]=[C:9]([F:11])[CH:8]=[CH:7][C:3]=1[C:4]([O:6][CH3:17])=[O:5]. The yield is 0.950. (10) The reactants are C([N:4]([CH:41]([CH3:43])[CH3:42])[C:5]1[CH:10]=[C:9]([C:11]2[S:15][C:14]([C:16]3[C:38]([Cl:39])=[CH:37][C:19]([O:20][CH2:21][C@H:22]4[C@@H:26]([CH3:27])[O:25][C:24]([CH3:29])([CH3:28])[N:23]4[C:30]([O:32][C:33]([CH3:36])([CH3:35])[CH3:34])=[O:31])=[C:18]([F:40])[CH:17]=3)=[N:13][N:12]=2)[CH:8]=[CH:7][N:6]=1)C=C.CN1C(=O)CC(=O)N(C)C1=O. The catalyst is C(O)C.CC([O-])=O.CC([O-])=O.[Pd+2]. The product is [Cl:39][C:38]1[C:16]([C:14]2[S:15][C:11]([C:9]3[CH:8]=[CH:7][N:6]=[C:5]([NH:4][CH:41]([CH3:43])[CH3:42])[CH:10]=3)=[N:12][N:13]=2)=[CH:17][C:18]([F:40])=[C:19]([CH:37]=1)[O:20][CH2:21][C@H:22]1[C@@H:26]([CH3:27])[O:25][C:24]([CH3:29])([CH3:28])[N:23]1[C:30]([O:32][C:33]([CH3:34])([CH3:36])[CH3:35])=[O:31]. The yield is 0.889.